Task: Predict the product of the given reaction.. Dataset: Forward reaction prediction with 1.9M reactions from USPTO patents (1976-2016) (1) The product is: [NH2:1][C:2]1[S:3][C:4]([Br:9])=[C:5]([C:7]#[N:8])[N:6]=1. Given the reactants [NH2:1][C:2]1[S:3][CH:4]=[C:5]([C:7]#[N:8])[N:6]=1.[Br:9]Br, predict the reaction product. (2) Given the reactants [Cl:1][C:2]1[CH:7]=[CH:6][C:5]([Cl:8])=[CH:4][C:3]=1[CH:9]1[CH2:14][NH:13][CH2:12][CH2:11][NH:10]1.[S:15]1[CH:19]=[CH:18][CH:17]=[C:16]1[S:20](Cl)(=[O:22])=[O:21].C(N(CC)CC)C.Br[C:32]1[CH:37]=[CH:36][C:35]([C:38]([OH:44])([CH3:43])[C:39]([F:42])([F:41])[F:40])=[CH:34][CH:33]=1.C1(P(C2CCCCC2)C2C=CC=CC=2C2C(OC(C)C)=CC=CC=2OC(C)C)CCCCC1.CC(C)([O-])C.[Na+], predict the reaction product. The product is: [Cl:1][C:2]1[CH:7]=[CH:6][C:5]([Cl:8])=[CH:4][C:3]=1[CH:9]1[CH2:14][N:13]([S:20]([C:16]2[S:15][CH:19]=[CH:18][CH:17]=2)(=[O:22])=[O:21])[CH2:12][CH2:11][N:10]1[C:32]1[CH:37]=[CH:36][C:35]([C:38]([OH:44])([CH3:43])[C:39]([F:41])([F:42])[F:40])=[CH:34][CH:33]=1. (3) Given the reactants [CH:1]1([N:5]2[CH2:11][CH2:10][CH2:9][N:8]([C:12]([C:14]3[CH:19]=[CH:18][C:17](B4OC(C)(C)C(C)(C)O4)=[CH:16][CH:15]=3)=[O:13])[CH2:7][CH2:6]2)[CH2:4][CH2:3][CH2:2]1.[Cl:29][C:30]1[CH:37]=[CH:36][C:33]([C:34]#[N:35])=[CH:32][N:31]=1, predict the reaction product. The product is: [ClH:29].[CH:1]1([N:5]2[CH2:11][CH2:10][CH2:9][N:8]([C:12]([C:14]3[CH:15]=[CH:16][C:17]([C:30]4[N:31]=[CH:32][C:33]([C:34]#[N:35])=[CH:36][CH:37]=4)=[CH:18][CH:19]=3)=[O:13])[CH2:7][CH2:6]2)[CH2:2][CH2:3][CH2:4]1. (4) Given the reactants [OH:1][C:2]1[CH:10]=[C:9]([N+:11]([O-:13])=[O:12])[CH:8]=[CH:7][C:3]=1[C:4]([OH:6])=[O:5].CO.[C:16]1(C)C=CC=CC=1.C[Si](C=[N+]=[N-])(C)C, predict the reaction product. The product is: [CH3:16][O:5][C:4](=[O:6])[C:3]1[CH:7]=[CH:8][C:9]([N+:11]([O-:13])=[O:12])=[CH:10][C:2]=1[OH:1].